From a dataset of Full USPTO retrosynthesis dataset with 1.9M reactions from patents (1976-2016). Predict the reactants needed to synthesize the given product. (1) Given the product [F:51][C:52]1[CH:64]=[CH:63][C:62]([F:65])=[CH:61][C:53]=1[O:54][CH:55]1[CH2:56][CH2:57][N:58]([C:16](=[O:18])[CH2:15][NH:14][C:12]([C:9]2[CH:8]=[C:7]([C:1]3[CH:2]=[CH:3][CH:4]=[CH:5][CH:6]=3)[NH:11][N:10]=2)=[O:13])[CH2:59][CH2:60]1, predict the reactants needed to synthesize it. The reactants are: [C:1]1([C:7]2[NH:11][N:10]=[C:9]([C:12]([NH:14][CH2:15][C:16]([OH:18])=O)=[O:13])[CH:8]=2)[CH:6]=[CH:5][CH:4]=[CH:3][CH:2]=1.CCN(C(C)C)C(C)C.C1C=CC2N(O)N=NC=2C=1.CCN=C=NCCCN(C)C.Cl.Cl.[F:51][C:52]1[CH:64]=[CH:63][C:62]([F:65])=[CH:61][C:53]=1[O:54][CH:55]1[CH2:60][CH2:59][NH:58][CH2:57][CH2:56]1. (2) Given the product [CH3:1][S:2]([C:3]1[CH:9]=[CH:8][C:6]([NH2:7])=[CH:5][CH:4]=1)=[O:18], predict the reactants needed to synthesize it. The reactants are: [CH3:1][S:2][C:3]1[CH:9]=[CH:8][C:6]([NH2:7])=[CH:5][CH:4]=1.C1C=C(Cl)C=C(C(OO)=[O:18])C=1.C([O-])(O)=O.[Na+].[Na+].[Cl-]. (3) Given the product [C:1]([O:5][C:6](=[O:29])[NH:7][C@H:8]1[CH2:13][CH2:12][CH2:11][CH2:10][C@H:9]1[NH:14][C:15]1[N:16]=[CH:17][C:18]2[C:24]([CH:25]([F:27])[F:26])=[N:23][CH:22]=[C:21]([C:38]3[C:46]4[C:41](=[CH:42][C:43]([C:47]([F:49])([F:48])[F:50])=[CH:44][CH:45]=4)[N:40]([S:51]([C:54]4[CH:59]=[CH:58][C:57]([CH3:60])=[CH:56][CH:55]=4)(=[O:53])=[O:52])[CH:39]=3)[C:19]=2[N:20]=1)([CH3:4])([CH3:3])[CH3:2], predict the reactants needed to synthesize it. The reactants are: [C:1]([O:5][C:6](=[O:29])[NH:7][C@H:8]1[CH2:13][CH2:12][CH2:11][CH2:10][C@H:9]1[NH:14][C:15]1[N:16]=[CH:17][C:18]2[C:24]([CH:25]([F:27])[F:26])=[N:23][CH:22]=[C:21](I)[C:19]=2[N:20]=1)([CH3:4])([CH3:3])[CH3:2].CC1(C)C(C)(C)OB([C:38]2[C:46]3[C:41](=[CH:42][C:43]([C:47]([F:50])([F:49])[F:48])=[CH:44][CH:45]=3)[N:40]([S:51]([C:54]3[CH:59]=[CH:58][C:57]([CH3:60])=[CH:56][CH:55]=3)(=[O:53])=[O:52])[CH:39]=2)O1.C1(P(C2CCCCC2)C2C=CC=CC=2C2C(OC)=CC=CC=2OC)CCCCC1.C(=O)([O-])[O-].[K+].[K+].COCCOC.O. (4) Given the product [F:17][C:14]1[CH:15]=[CH:16][C:11]([C:9]2[N:10]=[C:5]3[CH:4]=[CH:3][C:2]([N:42]4[CH2:41][CH2:40][NH:39][C@H:38]([CH3:37])[CH2:43]4)=[N:7][N:6]3[C:8]=2[C:18]2[CH:23]=[CH:22][N:21]=[C:20]3[N:24]([S:27]([C:30]4[CH:35]=[CH:34][C:33]([CH3:36])=[CH:32][CH:31]=4)(=[O:29])=[O:28])[CH:25]=[CH:26][C:19]=23)=[CH:12][CH:13]=1, predict the reactants needed to synthesize it. The reactants are: Cl[C:2]1[CH:3]=[CH:4][C:5]2[N:6]([C:8]([C:18]3[CH:23]=[CH:22][N:21]=[C:20]4[N:24]([S:27]([C:30]5[CH:35]=[CH:34][C:33]([CH3:36])=[CH:32][CH:31]=5)(=[O:29])=[O:28])[CH:25]=[CH:26][C:19]=34)=[C:9]([C:11]3[CH:16]=[CH:15][C:14]([F:17])=[CH:13][CH:12]=3)[N:10]=2)[N:7]=1.[CH3:37][C@@H:38]1[CH2:43][NH:42][CH2:41][CH2:40][NH:39]1.C(N(CC)CC)C. (5) Given the product [Br:39][C:36]1[CH:37]=[CH:38][C:33]([NH:32][C:31]2[N:30]3[CH:41]=[N:42][CH:43]=[C:29]3[CH:28]=[N:27][C:26]=2[C:24]([OH:25])=[O:23])=[C:34]([F:40])[CH:35]=1, predict the reactants needed to synthesize it. The reactants are: FC1C=C(I)C=CC=1NC1N2C=NC=C2C=NC=1C(O)=O.C[O:23][C:24]([C:26]1[N:27]=[CH:28][C:29]2[N:30]([CH:41]=[N:42][CH:43]=2)[C:31]=1[NH:32][C:33]1[CH:38]=[CH:37][C:36]([Br:39])=[CH:35][C:34]=1[F:40])=[O:25]. (6) Given the product [CH:14]([NH:17][C:18]1[S:19][C:12]2[C:2]([N:1]=1)=[N:3][CH:4]=[C:5]([C:6]([O:8][CH2:9][CH3:10])=[O:7])[CH:11]=2)([CH3:16])[CH3:15], predict the reactants needed to synthesize it. The reactants are: [NH2:1][C:2]1[C:12](Br)=[CH:11][C:5]([C:6]([O:8][CH2:9][CH3:10])=[O:7])=[CH:4][N:3]=1.[CH:14]([N:17]=[C:18]=[S:19])([CH3:16])[CH3:15].[H-].[Na+].CCOC(C)=O.CCCCCC. (7) Given the product [CH3:17][O:16][C:12](=[O:15])[CH2:13][CH2:14][NH:11][CH2:10][CH2:9][NH:8][C:1]([O:3][C:4]([CH3:5])([CH3:6])[CH3:7])=[O:2], predict the reactants needed to synthesize it. The reactants are: [C:1]([NH:8][CH2:9][CH2:10][NH2:11])([O:3][C:4]([CH3:7])([CH3:6])[CH3:5])=[O:2].[C:12]([O:16][CH3:17])(=[O:15])[CH:13]=[CH2:14].